From a dataset of Reaction yield outcomes from USPTO patents with 853,638 reactions. Predict the reaction yield, written as a fraction of the theoretical maximum amount of product (1.0 means a 100% yield; for example, 0.34 means a 34% yield). The reactants are [C:1]([O:5][C:6]([N:8]1[CH2:13][CH2:12][CH:11]([C:14]2[CH:19]=[CH:18][N:17]=[C:16]([C:20](=[O:36])[N:21]([CH2:29][C:30]3[CH:35]=[CH:34][CH:33]=[CH:32][CH:31]=3)[O:22]C3CCCCO3)[CH:15]=2)[CH2:10][CH2:9]1)=[O:7])([CH3:4])([CH3:3])[CH3:2].C1(C)C=CC(S([O-])(=O)=O)=CC=1.[NH+]1C=CC=CC=1. The product is [C:1]([O:5][C:6]([N:8]1[CH2:13][CH2:12][CH:11]([C:14]2[CH:19]=[CH:18][N:17]=[C:16]([C:20](=[O:36])[N:21]([CH2:29][C:30]3[CH:35]=[CH:34][CH:33]=[CH:32][CH:31]=3)[OH:22])[CH:15]=2)[CH2:10][CH2:9]1)=[O:7])([CH3:4])([CH3:2])[CH3:3]. The yield is 0.770. The catalyst is CO.